From a dataset of Reaction yield outcomes from USPTO patents with 853,638 reactions. Predict the reaction yield, written as a fraction of the theoretical maximum amount of product (1.0 means a 100% yield; for example, 0.34 means a 34% yield). The reactants are [Br:1][C:2]1[N:7]=[CH:6][C:5]2[C:8]([C:15]([OH:17])=O)=[CH:9][N:10]([CH:11]([CH2:13][CH3:14])[CH3:12])[C:4]=2[CH:3]=1.C(N(CC)C(C)C)(C)C.F[P-](F)(F)(F)(F)F.N1(OC(N(C)C)=[N+](C)C)C2C=CC=CC=2N=N1.[O:51]1[CH2:56][CH2:55][CH:54]([NH2:57])[CH2:53][CH2:52]1. The catalyst is CN(C)C=O.C(=O)(O)[O-].[Na+]. The product is [Br:1][C:2]1[N:7]=[CH:6][C:5]2[C:8]([C:15]([NH:57][CH:54]3[CH2:55][CH2:56][O:51][CH2:52][CH2:53]3)=[O:17])=[CH:9][N:10]([CH:11]([CH2:13][CH3:14])[CH3:12])[C:4]=2[CH:3]=1. The yield is 0.930.